Dataset: Full USPTO retrosynthesis dataset with 1.9M reactions from patents (1976-2016). Task: Predict the reactants needed to synthesize the given product. (1) Given the product [NH2:19][C:7]1[CH:8]=[C:9]([CH3:18])[C:10]2[N:11]([CH:15]([CH3:16])[CH3:17])[C:12]3[C:4]([C:5]=2[C:6]=1[CH3:22])=[CH:3][CH:2]=[CH:14][CH:13]=3, predict the reactants needed to synthesize it. The reactants are: Br[C:2]1[CH:3]=[C:4]2[C:12](=[CH:13][CH:14]=1)[N:11]([CH:15]([CH3:17])[CH3:16])[C:10]1[C:9]([CH3:18])=[CH:8][C:7]([N+:19]([O-])=O)=[C:6]([CH3:22])[C:5]2=1. (2) Given the product [Cl:1][C:2]1[C:3]([O:29][C:30]2[C:35]([C:36]3[CH:41]=[CH:40][N:39]=[N:38][CH:37]=3)=[CH:34][C:33]([C:42]3[CH:43]=[CH:44][C:45]([F:48])=[CH:46][CH:47]=3)=[C:32]([Cl:49])[CH:31]=2)=[CH:4][C:5]([F:28])=[C:6]([S:8]([NH:11][C:12]2[S:13][CH:14]=[N:15][N:16]=2)(=[O:10])=[O:9])[CH:7]=1, predict the reactants needed to synthesize it. The reactants are: [Cl:1][C:2]1[C:3]([O:29][C:30]2[C:35]([C:36]3[CH:41]=[CH:40][N:39]=[N:38][CH:37]=3)=[CH:34][C:33]([C:42]3[CH:47]=[CH:46][C:45]([F:48])=[CH:44][CH:43]=3)=[C:32]([Cl:49])[CH:31]=2)=[CH:4][C:5]([F:28])=[C:6]([S:8]([N:11](CC2C=CC(OC)=CC=2OC)[C:12]2[S:13][CH:14]=[N:15][N:16]=2)(=[O:10])=[O:9])[CH:7]=1.FC(F)(F)C(O)=O.CO. (3) Given the product [Cl:23][C:21]1[CH:22]=[C:9]([CH:10]=[C:11]([CH2:12][O:13][C:14]2[CH:15]=[N:16][CH:17]=[CH:18][CH:19]=2)[CH:20]=1)/[CH:25]=[CH:24]/[C:26]1[CH:27]=[CH:28][C:29]([N:32]2[CH2:33][CH2:34][N:35]([C:38](=[O:40])[CH3:39])[CH2:36][CH2:37]2)=[CH:30][CH:31]=1, predict the reactants needed to synthesize it. The reactants are: C(N(CC)CC)C.Br[C:9]1[CH:10]=[C:11]([CH:20]=[C:21]([Cl:23])[CH:22]=1)[CH2:12][O:13][C:14]1[CH:15]=[N:16][CH:17]=[CH:18][CH:19]=1.[CH:24]([C:26]1[CH:31]=[CH:30][C:29]([N:32]2[CH2:37][CH2:36][N:35]([C:38](=[O:40])[CH3:39])[CH2:34][CH2:33]2)=[CH:28][CH:27]=1)=[CH2:25].C1C=CC(P(C2C=CC=CC=2)C2C=CC=CC=2)=CC=1. (4) Given the product [CH:18]1([CH2:17][NH:16][C:14]([C:11]2[CH:12]=[CH:13][C:8]([C:6]3[C:5]([CH3:21])=[CH:4][CH:3]=[C:2]([NH:1][C:32](=[O:33])[C:31]4[CH:35]=[CH:36][CH:37]=[C:29]([N:24]5[C:25]([CH3:28])=[CH:26][CH:27]=[C:23]5[CH3:22])[CH:30]=4)[CH:7]=3)=[CH:9][CH:10]=2)=[O:15])[CH2:20][CH2:19]1, predict the reactants needed to synthesize it. The reactants are: [NH2:1][C:2]1[CH:3]=[CH:4][C:5]([CH3:21])=[C:6]([C:8]2[CH:13]=[CH:12][C:11]([C:14]([NH:16][CH2:17][CH:18]3[CH2:20][CH2:19]3)=[O:15])=[CH:10][CH:9]=2)[CH:7]=1.[CH3:22][C:23]1[N:24]([C:29]2[CH:30]=[C:31]([CH:35]=[CH:36][CH:37]=2)[C:32](O)=[O:33])[C:25]([CH3:28])=[CH:26][CH:27]=1. (5) Given the product [O:27]=[S:2]1(=[O:1])[CH2:7][CH2:6][CH:5]([C:8]2[CH:9]=[C:10]([C:14]3[CH:15]=[C:16]4[C:21](=[N:22][CH:23]=3)[N:20]([C:24]([NH2:26])=[O:25])[CH2:19][CH2:18][CH2:17]4)[CH:11]=[N:12][CH:13]=2)[CH2:4][CH2:3]1, predict the reactants needed to synthesize it. The reactants are: [O:1]=[S:2]1(=[O:27])[CH2:7][CH:6]=[C:5]([C:8]2[CH:9]=[C:10]([C:14]3[CH:15]=[C:16]4[C:21](=[N:22][CH:23]=3)[N:20]([C:24]([NH2:26])=[O:25])[CH2:19][CH2:18][CH2:17]4)[CH:11]=[N:12][CH:13]=2)[CH2:4][CH2:3]1.C([O-])=O.[NH4+]. (6) Given the product [NH2:1][C:2]1[N:10]=[CH:9][N:8]=[C:7]2[C:3]=1[N:4]([C:37]1[CH:38]=[CH:39][C:34]([O:27][C:28]3[CH:33]=[CH:32][CH:31]=[CH:30][CH:29]=3)=[CH:35][CH:36]=1)[C:5](=[O:26])[N:6]2[C:11]1[CH:12]=[C:13]([N:17]([CH3:25])[C:18](=[O:24])[O:19][C:20]([CH3:22])([CH3:23])[CH3:21])[CH:14]=[CH:15][CH:16]=1, predict the reactants needed to synthesize it. The reactants are: [NH2:1][C:2]1[N:10]=[CH:9][N:8]=[C:7]2[C:3]=1[NH:4][C:5](=[O:26])[N:6]2[C:11]1[CH:12]=[C:13]([N:17]([CH3:25])[C:18](=[O:24])[O:19][C:20]([CH3:23])([CH3:22])[CH3:21])[CH:14]=[CH:15][CH:16]=1.[O:27]([C:34]1[CH:39]=[CH:38][C:37](B(O)O)=[CH:36][CH:35]=1)[C:28]1[CH:33]=[CH:32][CH:31]=[CH:30][CH:29]=1.N1C=CC=CC=1.